This data is from Reaction yield outcomes from USPTO patents with 853,638 reactions. The task is: Predict the reaction yield, written as a fraction of the theoretical maximum amount of product (1.0 means a 100% yield; for example, 0.34 means a 34% yield). (1) The reactants are [NH2:1][C:2]1[CH:15]=[CH:14][C:5]([O:6][C:7]2[CH:12]=[CH:11][N:10]=[C:9]([NH2:13])[CH:8]=2)=[CH:4][C:3]=1[Cl:16].Cl[C:18](OC1C=CC=CC=1)=[O:19].Cl.[NH:28]1[CH2:31][CH2:30][CH2:29]1.C(=O)([O-])O.[Na+]. The catalyst is O1CCCC1.C(OCC)C.O.C(OCC)(=O)C.CN(C)C=O.C(N(CC)CC)C. The product is [NH2:1][C:2]1[CH:15]=[CH:14][C:5]([O:6][C:7]2[CH:12]=[CH:11][N:10]=[C:9]([NH:13][C:18]([N:28]3[CH2:31][CH2:30][CH2:29]3)=[O:19])[CH:8]=2)=[CH:4][C:3]=1[Cl:16]. The yield is 0.485. (2) The reactants are [H-].[Na+].[C:3]([CH2:5]P(=O)(OCC)OCC)#[N:4].[CH3:14][C:15]1[CH:16](O)[O:17][CH:18]([CH2:20][O:21][C:22](C2C=CC=CC=2)([C:29]2[CH:34]=[CH:33][CH:32]=[CH:31][CH:30]=2)[C:23]2[CH:28]=[CH:27][CH:26]=[CH:25][CH:24]=2)[CH:19]=1. The catalyst is COCCOC.O. The product is [CH3:14][C:15]1[CH:16]([CH2:5][C:3]#[N:4])[O:17][CH:18]([CH2:20][O:21][C:22]([C:23]2[CH:28]=[CH:27][CH:26]=[CH:25][CH:24]=2)([C:23]2[CH:24]=[CH:25][CH:26]=[CH:27][CH:28]=2)[C:29]2[CH:34]=[CH:33][CH:32]=[CH:31][CH:30]=2)[CH:19]=1. The yield is 0.900. (3) The reactants are [N+:1]([C:4]1[CH:5]=[C:6]([NH2:10])[CH:7]=[CH:8][CH:9]=1)([O-:3])=[O:2].[N:11]([O-])=O.[Na+].[Cl:15][Sn]Cl.O. The catalyst is O.Cl. The product is [ClH:15].[N+:1]([C:4]1[CH:5]=[C:6]([NH:10][NH2:11])[CH:7]=[CH:8][CH:9]=1)([O-:3])=[O:2]. The yield is 0.730. (4) The reactants are [N+:1]([C:4]1[N:5]=[CH:6][NH:7][CH:8]=1)([O-:3])=[O:2].[C:9]([O-])([O-])=O.[K+].[K+].IC. The catalyst is C(#N)C. The product is [CH3:9][N:7]1[CH:8]=[C:4]([N+:1]([O-:3])=[O:2])[N:5]=[CH:6]1. The yield is 0.820.